Dataset: Peptide-MHC class II binding affinity with 134,281 pairs from IEDB. Task: Regression. Given a peptide amino acid sequence and an MHC pseudo amino acid sequence, predict their binding affinity value. This is MHC class II binding data. The peptide sequence is NSVIQALTSLGLLYT. The MHC is H-2-IAb with pseudo-sequence H-2-IAb. The binding affinity (normalized) is 0.131.